This data is from Catalyst prediction with 721,799 reactions and 888 catalyst types from USPTO. The task is: Predict which catalyst facilitates the given reaction. (1) Reactant: [F:1][C:2]1[C:7]([O:8][CH3:9])=[CH:6][C:5]([O:10][CH3:11])=[C:4]([F:12])[C:3]=1[C:13]#[C:14][Si](C)(C)C.CO.[F-].[Cs+]. Product: [C:13]([C:3]1[C:2]([F:1])=[C:7]([O:8][CH3:9])[CH:6]=[C:5]([O:10][CH3:11])[C:4]=1[F:12])#[CH:14]. The catalyst class is: 7. (2) Reactant: [CH3:1][O:2][C:3]1[CH:4]=[C:5]2[C:10](=[CH:11][CH:12]=1)[C:9](=[O:13])[CH2:8][CH2:7][CH2:6]2.BrC1C=CC([CH2:21][S:22](CC2C=CC(Br)=CC=2)(=[O:24])=[O:23])=CC=1.O([C:34]1[CH:39]=[CH:38][CH:37]=[CH:36][C:35]=1P([C:34]1[CH:39]=[CH:38][CH:37]=[CH:36][CH:35]=1)[C:34]1[CH:39]=[CH:38][CH:37]=[CH:36][CH:35]=1)[C:34]1[CH:39]=[CH:38][CH:37]=[CH:36][C:35]=1P([C:34]1[CH:39]=[CH:38][CH:37]=[CH:36][CH:35]=1)[C:34]1[CH:39]=[CH:38][CH:37]=[CH:36][CH:35]=1.CC(C)([O-])C.[Na+]. Product: [CH3:21][S:22]([C:34]1[CH:39]=[CH:38][C:37]([CH:8]2[CH2:7][CH2:6][C:5]3[C:10](=[CH:11][CH:12]=[C:3]([O:2][CH3:1])[CH:4]=3)[C:9]2=[O:13])=[CH:36][CH:35]=1)(=[O:24])=[O:23]. The catalyst class is: 718. (3) Reactant: [Cl:1][C:2]1[CH:7]=[CH:6][C:5]([CH:8]([C:14]2[CH:19]=[CH:18][C:17]([Cl:20])=[CH:16][CH:15]=2)[C:9]([O:11][CH2:12][CH3:13])=[O:10])=[CH:4][CH:3]=1.C[Si]([N-][Si](C)(C)C)(C)C.[Li+].Br[CH2:32][C:33]#[N:34]. Product: [Cl:1][C:2]1[CH:3]=[CH:4][C:5]([C:8]([C:14]2[CH:15]=[CH:16][C:17]([Cl:20])=[CH:18][CH:19]=2)([CH2:32][C:33]#[N:34])[C:9]([O:11][CH2:12][CH3:13])=[O:10])=[CH:6][CH:7]=1. The catalyst class is: 7. (4) Reactant: [N:1]1[CH:6]=[CH:5][CH:4]=[CH:3][C:2]=1[NH:7][C:8]1[CH:13]=[CH:12][CH:11]=[CH:10][C:9]=1[NH2:14].[CH2:15]([O:17][C:18]1[CH:28]=[CH:27][C:21]([CH:22]=[CH:23][C:24](Cl)=O)=[CH:20][CH:19]=1)[CH3:16].N1C=CC=CC=1N1C2C=CC=CC=2N=C1/C=C/C1C=CC=CC=1.[C:52]([OH:57])(=[O:56])[C:53]([OH:55])=[O:54]. Product: [C:52]([OH:57])(=[O:56])[C:53]([OH:55])=[O:54].[O:17]([C:18]1[CH:28]=[CH:27][C:21](/[CH:22]=[CH:23]/[C:24]2[N:7]([C:2]3[CH:3]=[CH:4][CH:5]=[CH:6][N:1]=3)[C:8]3[CH:13]=[CH:12][CH:11]=[CH:10][C:9]=3[N:14]=2)=[CH:20][CH:19]=1)[CH2:15][CH3:16]. The catalyst class is: 13. (5) Reactant: Br[CH2:2][C:3]1[CH:4]=[C:5]([NH:32][S:33]([CH3:36])(=[O:35])=[O:34])[CH:6]=[CH:7][C:8]=1/[CH:9]=[CH:10]/[C:11]1[CH:16]=[C:15]([C:17]2[C:18](=[O:25])[NH:19][C:20]([O:23][CH3:24])=[CH:21][CH:22]=2)[CH:14]=[C:13]([C:26]([CH3:29])([CH3:28])[CH3:27])[C:12]=1[O:30][CH3:31].[CH3:37][O-:38].[Na+]. Product: [C:26]([C:13]1[C:12]([O:30][CH3:31])=[C:11](/[CH:10]=[CH:9]/[C:8]2[CH:7]=[CH:6][C:5]([NH:32][S:33]([CH3:36])(=[O:34])=[O:35])=[CH:4][C:3]=2[CH2:2][O:38][CH3:37])[CH:16]=[C:15]([C:17]2[C:18](=[O:25])[NH:19][C:20]([O:23][CH3:24])=[CH:21][CH:22]=2)[CH:14]=1)([CH3:28])([CH3:29])[CH3:27]. The catalyst class is: 5. (6) Reactant: [Cl:1][C:2]1[N:7]=[C:6]([Cl:8])[C:5](I)=[CH:4][N:3]=1.CCN(CC)CC.[C:17]([Si:19]([CH3:22])([CH3:21])[CH3:20])#[CH:18]. Product: [Cl:1][C:2]1[N:7]=[C:6]([Cl:8])[C:5]([C:18]#[C:17][Si:19]([CH3:22])([CH3:21])[CH3:20])=[CH:4][N:3]=1. The catalyst class is: 540.